Dataset: Reaction yield outcomes from USPTO patents with 853,638 reactions. Task: Predict the reaction yield, written as a fraction of the theoretical maximum amount of product (1.0 means a 100% yield; for example, 0.34 means a 34% yield). (1) The reactants are [F:1][C:2]1[CH:3]=[C:4]([N:36]2[C:41](=[O:42])[C:40]3[S:43][C:44]4[CH2:49][CH2:48][CH2:47][CH2:46][C:45]=4[C:39]=3[CH:38]=[N:37]2)[C:5]([CH2:31][O:32]C(=O)C)=[C:6]([C:8]2[CH:9]=[C:10]([NH:16][C:17]3[N:22]=[C:21]([NH:23][CH2:24][CH2:25][NH:26][C:27](=[O:30])[CH:28]=[CH2:29])[CH:20]=[CH:19][CH:18]=3)[C:11](=[O:15])[N:12]([CH3:14])[CH:13]=2)[CH:7]=1.O[Li].O. The catalyst is C1COCC1.CC(O)C.O. The product is [F:1][C:2]1[CH:3]=[C:4]([N:36]2[C:41](=[O:42])[C:40]3[S:43][C:44]4[CH2:49][CH2:48][CH2:47][CH2:46][C:45]=4[C:39]=3[CH:38]=[N:37]2)[C:5]([CH2:31][OH:32])=[C:6]([C:8]2[CH:9]=[C:10]([NH:16][C:17]3[N:22]=[C:21]([NH:23][CH2:24][CH2:25][NH:26][C:27](=[O:30])[CH:28]=[CH2:29])[CH:20]=[CH:19][CH:18]=3)[C:11](=[O:15])[N:12]([CH3:14])[CH:13]=2)[CH:7]=1. The yield is 0.600. (2) The reactants are [Br:1][C:2]1[CH:3]=[C:4]2[C:9](=[CH:10][CH:11]=1)[C:8](=[O:12])[NH:7][C:6](=[O:13])/[C:5]/2=[CH:14]\[NH:15][CH2:16][C:17]1[CH:22]=[C:21]([OH:23])[CH:20]=[C:19]([OH:24])[CH:18]=1.I[CH2:26][CH2:27][CH3:28].C([O-])([O-])=O.[K+].[K+]. The catalyst is CN(C)C=O. The product is [Br:1][C:2]1[CH:3]=[C:4]2[C:9](=[CH:10][CH:11]=1)[C:8](=[O:12])[NH:7][C:6](=[O:13])[C:5]2=[CH:14][NH:15][CH2:16][C:17]1[CH:18]=[C:19]([O:24][CH2:26][CH2:27][CH3:28])[CH:20]=[C:21]([OH:23])[CH:22]=1. The yield is 0.340. (3) The reactants are [CH3:1][N:2]([CH2:4][C:5]1[CH:20]=[CH:19][C:8]([CH2:9][CH2:10][NH:11]C(=O)OC(C)(C)C)=[CH:7][CH:6]=1)[CH3:3].[ClH:21]. The catalyst is O1CCOCC1. The product is [ClH:21].[ClH:21].[CH3:1][N:2]([CH2:4][C:5]1[CH:20]=[CH:19][C:8]([CH2:9][CH2:10][NH2:11])=[CH:7][CH:6]=1)[CH3:3]. The yield is 0.980. (4) The reactants are S(Cl)([Cl:3])=O.C(O[C:10]([N:12](C)[C@@H:13]([CH2:17][CH2:18][CH:19]=[CH2:20])[C:14]([OH:16])=[O:15])=O)(C)(C)C.[CH3:22]O. No catalyst specified. The product is [ClH:3].[CH3:10][NH:12][C@@H:13]([CH2:17][CH2:18][CH:19]=[CH2:20])[C:14]([O:16][CH3:22])=[O:15]. The yield is 1.00. (5) The reactants are [C:1]([O:8][C@H:9]1[C@H:26]([O:27][C:28](=[O:34])[CH2:29][CH2:30][CH2:31][CH2:32][CH3:33])[C@@H:25]([CH2:35][O:36][C:37](=[O:43])[CH2:38][CH2:39][CH2:40][CH2:41][CH3:42])[O:24][C@@H:11]([O:12]C2O[C@H](CO)[C@H](O)[C@H](O)[C@H]2O)[C@H:10]1[O:44][C:45](=[O:53])[CH2:46][CH2:47][CH2:48][CH2:49][CH2:50][CH2:51][CH3:52])(=[O:7])[CH2:2][CH2:3][CH2:4][CH2:5][CH3:6].[BH4-].[Na+]. The catalyst is CO. The product is [C:1]([O:8][C@H:9]1[C@H:26]([O:27][C:28](=[O:34])[CH2:29][CH2:30][CH2:31][CH2:32][CH3:33])[C@@H:25]([CH2:35][O:36][C:37](=[O:43])[CH2:38][CH2:39][CH2:40][CH2:41][CH3:42])[O:24][C@@H:11]([O:12][CH:11]([OH:12])[C@@H:10]([OH:44])[C@H:9]([OH:8])[C@H:26]([OH:27])[C@@H:25]([OH:24])[CH2:35][OH:36])[C@H:10]1[O:44][C:45](=[O:53])[CH2:46][CH2:47][CH2:48][CH2:49][CH2:50][CH2:51][CH3:52])(=[O:7])[CH2:2][CH2:3][CH2:4][CH2:5][CH3:6]. The yield is 0.400.